Predict the reactants needed to synthesize the given product. From a dataset of Full USPTO retrosynthesis dataset with 1.9M reactions from patents (1976-2016). (1) Given the product [C:21]([NH:25][C:10](=[O:12])[C:9]1[CH:13]=[C:5]([O:4][C:3]2[CH:14]=[CH:15][C:16]([N+:18]([O-:20])=[O:19])=[CH:17][C:2]=2[Cl:1])[CH:6]=[N:7][CH:8]=1)([CH3:24])([CH3:23])[CH3:22], predict the reactants needed to synthesize it. The reactants are: [Cl:1][C:2]1[CH:17]=[C:16]([N+:18]([O-:20])=[O:19])[CH:15]=[CH:14][C:3]=1[O:4][C:5]1[CH:6]=[N:7][CH:8]=[C:9]([CH:13]=1)[C:10]([OH:12])=O.[C:21]([NH2:25])([CH3:24])([CH3:23])[CH3:22].Cl.C(N=C=NCCCN(C)C)C.ON1C2C=CC=CC=2N=N1. (2) Given the product [O:1]([C:8]1[CH:13]=[CH:12][C:11]([NH:14][C:15]([NH:32][CH:29]2[CH2:30][CH2:31][N:26]([C:20]3[C:21]4[S:25][CH:24]=[CH:23][C:22]=4[N:17]=[CH:18][N:19]=3)[CH2:27][CH2:28]2)=[O:16])=[CH:10][CH:9]=1)[C:2]1[CH:3]=[CH:4][CH:5]=[CH:6][CH:7]=1, predict the reactants needed to synthesize it. The reactants are: [O:1]([C:8]1[CH:13]=[CH:12][C:11]([N:14]=[C:15]=[O:16])=[CH:10][CH:9]=1)[C:2]1[CH:7]=[CH:6][CH:5]=[CH:4][CH:3]=1.[N:17]1[C:22]2[CH:23]=[CH:24][S:25][C:21]=2[C:20]([N:26]2[CH2:31][CH2:30][CH:29]([NH2:32])[CH2:28][CH2:27]2)=[N:19][CH:18]=1. (3) Given the product [Cl:31][C:30]1[N:16]2[CH:17]=[C:18]([C:25]3[O:26][CH:27]=[CH:28][CH:29]=3)[CH:19]=[C:20]([C:21]([F:24])([F:23])[F:22])[C:15]2=[N:14][C:13]=1[C:11]([NH:10][CH:4]([C:5]1[S:6][CH:7]=[CH:8][CH:9]=1)[C:3]([OH:32])=[O:2])=[O:12], predict the reactants needed to synthesize it. The reactants are: C[O:2][C:3](=[O:32])[CH:4]([NH:10][C:11]([C:13]1[N:14]=[C:15]2[C:20]([C:21]([F:24])([F:23])[F:22])=[CH:19][C:18]([C:25]3[O:26][CH:27]=[CH:28][CH:29]=3)=[CH:17][N:16]2[C:30]=1[Cl:31])=[O:12])[C:5]1[S:6][CH:7]=[CH:8][CH:9]=1.O[Li].O.Cl. (4) Given the product [F:1][C:2]([F:12])([F:11])[C:3]1[CH:8]=[CH:7][CH:6]=[CH:5][C:4]=1[CH:13]([OH:22])[C:14]1[CH:19]=[CH:18][C:17]([O:20][CH3:21])=[CH:16][CH:15]=1, predict the reactants needed to synthesize it. The reactants are: [F:1][C:2]([F:12])([F:11])[C:3]1[CH:8]=[CH:7][CH:6]=[CH:5][C:4]=1[Mg]Br.[CH:13](=[O:22])[C:14]1[CH:19]=[CH:18][C:17]([O:20][CH3:21])=[CH:16][CH:15]=1.FC(F)(F)C1C=C(Cl)C=CC=1C(O)C1C=CC=CC=1. (5) Given the product [C:36]([O:40][C:41](=[O:62])[N:42]([CH3:61])[CH2:43][CH2:44][C@H:45]([C:55]1[CH:56]=[CH:57][CH:58]=[CH:59][CH:60]=1)[C:46]1[C:54]2[C:49](=[N:50][CH:51]=[CH:52][CH:53]=2)[NH:48][CH:47]=1)([CH3:39])([CH3:38])[CH3:37], predict the reactants needed to synthesize it. The reactants are: CNCCC(C1C=CC=CC=1)C1C2C(=NC=CC=2)NC=1.CC(OC(OC(OC(C)(C)C)=O)=O)(C)C.[C:36]([O:40][C:41](=[O:62])[N:42]([CH3:61])[CH2:43][CH2:44][CH:45]([C:55]1[CH:60]=[CH:59][CH:58]=[CH:57][CH:56]=1)[C:46]1[C:54]2[C:49](=[N:50][CH:51]=[CH:52][CH:53]=2)[NH:48][CH:47]=1)([CH3:39])([CH3:38])[CH3:37]. (6) Given the product [CH2:1]([O:8][C:9]1[C:13]([O:14][CH2:15][C:16]2[CH:21]=[CH:20][CH:19]=[CH:18][CH:17]=2)=[C:12]([C:22](=[O:26])[N:23]([CH3:25])[CH3:24])[N:11]([C:27]2[CH:32]=[CH:31][C:30]([O:33][CH2:41][CH2:42][CH2:43][N:44]3[CH2:49][CH2:48][O:47][CH2:46][CH2:45]3)=[CH:29][CH:28]=2)[C:10]=1[C:34]([O:36][CH2:37][CH3:38])=[O:35])[C:2]1[CH:7]=[CH:6][CH:5]=[CH:4][CH:3]=1, predict the reactants needed to synthesize it. The reactants are: [CH2:1]([O:8][C:9]1[C:13]([O:14][CH2:15][C:16]2[CH:21]=[CH:20][CH:19]=[CH:18][CH:17]=2)=[C:12]([C:22](=[O:26])[N:23]([CH3:25])[CH3:24])[N:11]([C:27]2[CH:32]=[CH:31][C:30]([OH:33])=[CH:29][CH:28]=2)[C:10]=1[C:34]([O:36][CH2:37][CH3:38])=[O:35])[C:2]1[CH:7]=[CH:6][CH:5]=[CH:4][CH:3]=1.Cl.Cl[CH2:41][CH2:42][CH2:43][N:44]1[CH2:49][CH2:48][O:47][CH2:46][CH2:45]1.C([O-])([O-])=O.[K+].[K+]. (7) Given the product [C:1]([CH:5]1[CH2:10][CH2:9][CH2:8][CH:7]([CH2:11][CH:12]([CH3:15])[CH2:13][OH:14])[CH2:6]1)([CH3:4])([CH3:2])[CH3:3], predict the reactants needed to synthesize it. The reactants are: [C:1]([C:5]1[CH:6]=[C:7]([CH2:11][CH:12]([CH3:15])[CH2:13][OH:14])[CH:8]=[CH:9][CH:10]=1)([CH3:4])([CH3:3])[CH3:2]. (8) Given the product [CH2:1]([N:8]1[CH2:13][CH2:12][C:11](=[O:14])[NH:21][CH:10]([CH3:15])[CH2:9]1)[C:2]1[CH:7]=[CH:6][CH:5]=[CH:4][CH:3]=1, predict the reactants needed to synthesize it. The reactants are: [CH2:1]([N:8]1[CH2:13][CH2:12][C:11](=[O:14])[CH:10]([CH3:15])[CH2:9]1)[C:2]1[CH:7]=[CH:6][CH:5]=[CH:4][CH:3]=1.OS(O)(=O)=O.[N-:21]=[N+]=[N-].[Na+].[OH-].[Na+]. (9) Given the product [F:50][C:2]([F:1])([F:49])[C:3]1[CH:4]=[C:5]([C@H:13]2[O:17][C:16](=[O:18])[N:15]([CH2:19][C:20]3[CH:25]=[C:24]([C:26]([F:29])([F:28])[F:27])[CH:23]=[CH:22][C:21]=3[C:30]3[C:35]([O:36][CH3:37])=[CH:34][CH:33]=[C:32]([C:38]4[CH:43]=[CH:42][C:41]([CH2:44][OH:45])=[CH:40][C:39]=4[CH3:47])[CH:31]=3)[C@H:14]2[CH3:48])[CH:6]=[C:7]([C:9]([F:10])([F:12])[F:11])[CH:8]=1, predict the reactants needed to synthesize it. The reactants are: [F:1][C:2]([F:50])([F:49])[C:3]1[CH:4]=[C:5]([C@H:13]2[O:17][C:16](=[O:18])[N:15]([CH2:19][C:20]3[CH:25]=[C:24]([C:26]([F:29])([F:28])[F:27])[CH:23]=[CH:22][C:21]=3[C:30]3[CH:31]=[C:32]([C:38]4[CH:43]=[CH:42][C:41]([C:44](O)=[O:45])=[CH:40][C:39]=4[CH3:47])[CH:33]=[CH:34][C:35]=3[O:36][CH3:37])[C@H:14]2[CH3:48])[CH:6]=[C:7]([C:9]([F:12])([F:11])[F:10])[CH:8]=1. (10) Given the product [C:6]([C:7]1[CH:12]=[CH:11][N:10]=[C:9]([NH:13][C:14]([NH2:22])=[O:21])[CH:8]=1)#[CH:5], predict the reactants needed to synthesize it. The reactants are: C[Si]([C:5]#[C:6][C:7]1[CH:12]=[CH:11][N:10]=[C:9]([NH2:13])[CH:8]=1)(C)C.[C:14]([N:22]=C=O)(=[O:21])C1C=CC=CC=1.C(=O)([O-])[O-].[K+].[K+].